This data is from Full USPTO retrosynthesis dataset with 1.9M reactions from patents (1976-2016). The task is: Predict the reactants needed to synthesize the given product. (1) Given the product [CH3:7][C:5]1[NH:6][C:2]([C:22]2[CH:24]=[CH:18][N:19]=[CH:20][CH:21]=2)=[C:3]([CH3:13])[C:4]=1[C:8]([O:10][CH2:11][CH3:12])=[O:9], predict the reactants needed to synthesize it. The reactants are: Br[C:2]1[NH:6][C:5]([CH3:7])=[C:4]([C:8]([O:10][CH2:11][CH3:12])=[O:9])[C:3]=1[CH3:13].C(C1[C:21]([CH3:22])=[C:20](Br)[NH:19][C:18]=1[CH3:24])(=O)C. (2) Given the product [CH3:1][C:2]1[C:6]2[CH:7]=[N:8][CH:9]=[CH:10][C:5]=2[S:4][C:3]=1[CH:11]=[O:12], predict the reactants needed to synthesize it. The reactants are: [CH3:1][C:2]1[C:6]2[CH:7]=[N:8][CH:9]=[CH:10][C:5]=2[S:4][C:3]=1[C:11](OCC)=[O:12].[Cl-].[Ca+2].[Cl-].[BH4-].[Na+].[Cl-].[NH4+]. (3) Given the product [O:3]1[CH2:8][CH2:7][CH:6]([C:9]([NH2:2])=[O:11])[CH2:5][CH2:4]1, predict the reactants needed to synthesize it. The reactants are: [OH-].[NH4+:2].[O:3]1[CH2:8][CH2:7][CH:6]([C:9]([O:11]C)=O)[CH2:5][CH2:4]1. (4) Given the product [O:1]1[CH2:2][CH2:3][CH:4]([C:7]2[C:8]([O:13][CH:14]3[CH2:15][CH:16]([NH:18][C:19](=[O:25])[O:20][C:21]([CH3:23])([CH3:22])[CH3:24])[CH2:17]3)=[N:9][CH:10]=[CH:11][CH:12]=2)[CH2:5][CH2:6]1, predict the reactants needed to synthesize it. The reactants are: [O:1]1[CH2:6][CH:5]=[C:4]([C:7]2[C:8]([O:13][CH:14]3[CH2:17][CH:16]([NH:18][C:19](=[O:25])[O:20][C:21]([CH3:24])([CH3:23])[CH3:22])[CH2:15]3)=[N:9][CH:10]=[CH:11][CH:12]=2)[CH2:3][CH2:2]1. (5) Given the product [CH:1]1([CH:7]([NH:26][C:27]2[CH:28]=[CH:29][C:30]([C:33]([N:35]([CH3:43])[CH2:36][CH2:37][C:38]([OH:40])=[O:39])=[O:34])=[CH:31][CH:32]=2)[C:9]2[C:10]([CH2:24][CH3:25])=[N:11][N:12]([C:14]3[CH:19]=[CH:18][C:17]([C:20]([F:23])([F:22])[F:21])=[CH:16][CH:15]=3)[CH:13]=2)[CH2:6][CH2:5][CH2:4][CH2:3][CH2:2]1, predict the reactants needed to synthesize it. The reactants are: [CH:1]1([CH:7]([C:9]2[C:10]([CH2:24][CH3:25])=[N:11][N:12]([C:14]3[CH:19]=[CH:18][C:17]([C:20]([F:23])([F:22])[F:21])=[CH:16][CH:15]=3)[CH:13]=2)O)[CH2:6][CH2:5][CH2:4][CH2:3][CH2:2]1.[NH2:26][C:27]1[CH:32]=[CH:31][C:30]([C:33]([N:35]([CH3:43])[CH2:36][CH2:37][C:38]([O:40]CC)=[O:39])=[O:34])=[CH:29][CH:28]=1.